Dataset: Forward reaction prediction with 1.9M reactions from USPTO patents (1976-2016). Task: Predict the product of the given reaction. Given the reactants [CH3:1][C:2]([Si:5]([CH2:8][CH:9]1[CH2:14][N:13]2[CH2:15][CH2:16][NH:17][CH2:18][CH:12]2[CH2:11][NH:10]1)([CH3:7])[CH3:6])([CH3:4])[CH3:3].C(N(CC)CC)C.[C:26](Cl)(=[O:28])[CH3:27], predict the reaction product. The product is: [C:26]([N:17]1[CH2:16][CH2:15][N:13]2[CH2:14][CH:9]([CH2:8][Si:5]([C:2]([CH3:1])([CH3:3])[CH3:4])([CH3:6])[CH3:7])[NH:10][CH2:11][CH:12]2[CH2:18]1)(=[O:28])[CH3:27].